Dataset: Peptide-MHC class I binding affinity with 185,985 pairs from IEDB/IMGT. Task: Regression. Given a peptide amino acid sequence and an MHC pseudo amino acid sequence, predict their binding affinity value. This is MHC class I binding data. (1) The peptide sequence is CAVIPFDDIV. The MHC is HLA-A02:02 with pseudo-sequence HLA-A02:02. The binding affinity (normalized) is 0.262. (2) The peptide sequence is IVTRIVELL. The MHC is HLA-A30:02 with pseudo-sequence HLA-A30:02. The binding affinity (normalized) is 0.0382. (3) The peptide sequence is FTSDVKAAVI. The MHC is HLA-A30:01 with pseudo-sequence HLA-A30:01. The binding affinity (normalized) is 0.213. (4) The peptide sequence is KVNTTIARY. The MHC is HLA-A01:01 with pseudo-sequence HLA-A01:01. The binding affinity (normalized) is 0.316. (5) The peptide sequence is TQSPVSVGF. The binding affinity (normalized) is 0.0847. The MHC is HLA-A03:01 with pseudo-sequence HLA-A03:01. (6) The peptide sequence is EENLLDFVRF. The MHC is HLA-A23:01 with pseudo-sequence HLA-A23:01. The binding affinity (normalized) is 0.214. (7) The peptide sequence is REVYDFAFRDL. The MHC is H-2-Kb with pseudo-sequence H-2-Kb. The binding affinity (normalized) is 0.395.